Task: Binary Classification. Given a drug SMILES string, predict its activity (active/inactive) in a high-throughput screening assay against a specified biological target.. Dataset: Orexin1 receptor HTS with 218,158 compounds and 233 confirmed actives (1) The drug is S(=O)(=O)(NCc1ncccc1)c1cc(NC(=O)c2ccccc2)c(OCC)cc1. The result is 0 (inactive). (2) The molecule is O=C(N1CCCC1)C1(NC(=O)NCc2ccccc2)CCCCC1. The result is 0 (inactive).